This data is from Forward reaction prediction with 1.9M reactions from USPTO patents (1976-2016). The task is: Predict the product of the given reaction. (1) Given the reactants C(O)(C(F)(F)F)=O.[CH2:8]([O:15][P:16]([O:26][CH2:27][CH2:28][O:29][CH2:30][CH2:31][O:32][CH2:33][C:34]([CH3:43])([CH3:42])[C:35]([O:37]C(C)(C)C)=[O:36])([O:18][CH2:19][C:20]1[CH:25]=[CH:24][CH:23]=[CH:22][CH:21]=1)=[O:17])[C:9]1[CH:14]=[CH:13][CH:12]=[CH:11][CH:10]=1, predict the reaction product. The product is: [CH2:8]([O:15][P:16]([O:26][CH2:27][CH2:28][O:29][CH2:30][CH2:31][O:32][CH2:33][C:34]([CH3:43])([CH3:42])[C:35]([OH:37])=[O:36])([O:18][CH2:19][C:20]1[CH:25]=[CH:24][CH:23]=[CH:22][CH:21]=1)=[O:17])[C:9]1[CH:10]=[CH:11][CH:12]=[CH:13][CH:14]=1. (2) The product is: [N:1]1([C:10]2[S:14][C:13]([C:15](=[N:22][OH:23])[CH2:16][CH2:17][CH2:18][CH3:19])=[CH:12][CH:11]=2)[C:5]2[CH:6]=[CH:7][CH:8]=[CH:9][C:4]=2[N:3]=[CH:2]1. Given the reactants [N:1]1([C:10]2[S:14][C:13]([C:15](=O)[CH2:16][CH2:17][CH2:18][CH3:19])=[CH:12][CH:11]=2)[C:5]2[CH:6]=[CH:7][CH:8]=[CH:9][C:4]=2[N:3]=[CH:2]1.Cl.[NH2:22][OH:23].N1C=CC=CC=1, predict the reaction product. (3) Given the reactants [CH3:1][O:2][C:3]1[CH:4]=[C:5]2[C:10](=[CH:11][C:12]=1[CH2:13][NH:14][C@H:15]1[CH2:20][CH2:19][CH2:18][NH:17][C@H:16]1[C:21]1[CH:26]=[CH:25][CH:24]=[CH:23][CH:22]=1)[N:9]([CH3:27])[C:8](=[O:28])[CH2:7][CH2:6]2.I[CH:30]([CH3:32])[CH3:31], predict the reaction product. The product is: [CH:30]([N:17]1[CH2:18][CH2:19][CH2:20][C@H:15]([NH:14][CH2:13][C:12]2[CH:11]=[C:10]3[C:5]([CH2:6][CH2:7][C:8](=[O:28])[N:9]3[CH3:27])=[CH:4][C:3]=2[O:2][CH3:1])[C@@H:16]1[C:21]1[CH:26]=[CH:25][CH:24]=[CH:23][CH:22]=1)([CH3:32])[CH3:31]. (4) Given the reactants [ClH:1].Cl.[CH2:3]([N:10]1[CH2:15][CH2:14][NH:13][CH2:12][CH2:11]1)[C:4]1[CH:9]=[CH:8][CH:7]=[CH:6][CH:5]=1.C([O-])([O-])=O.[K+].[K+].Br[CH2:23][C:24]([C:26]1[CH:31]=[CH:30][C:29]([Cl:32])=[CH:28][CH:27]=1)=[O:25], predict the reaction product. The product is: [ClH:32].[ClH:1].[CH2:3]([N:10]1[CH2:15][CH2:14][N:13]([CH2:23][C:24]([C:26]2[CH:31]=[CH:30][C:29]([Cl:32])=[CH:28][CH:27]=2)=[O:25])[CH2:12][CH2:11]1)[C:4]1[CH:5]=[CH:6][CH:7]=[CH:8][CH:9]=1.